Dataset: Reaction yield outcomes from USPTO patents with 853,638 reactions. Task: Predict the reaction yield, written as a fraction of the theoretical maximum amount of product (1.0 means a 100% yield; for example, 0.34 means a 34% yield). The reactants are [H-].[Na+].[NH:3]1[C:11]2[C:6](=[CH:7][CH:8]=[CH:9][CH:10]=2)[C:5](C=O)=[CH:4]1.[Br:14][CH2:15][CH2:16][CH2:17]Br.Cl.CN([CH:23]=[O:24])C. The catalyst is O. The product is [Br:14][CH2:15][CH2:16][CH2:17][N:3]1[C:11]2[C:6](=[CH:7][C:8]([CH:23]=[O:24])=[CH:9][CH:10]=2)[CH:5]=[CH:4]1. The yield is 0.330.